From a dataset of Full USPTO retrosynthesis dataset with 1.9M reactions from patents (1976-2016). Predict the reactants needed to synthesize the given product. (1) Given the product [F:30][C:2]1([F:1])[CH:7]([C:8]2[CH:13]=[CH:12][C:11]([OH:14])=[CH:10][CH:9]=2)[CH2:6][CH2:5][N:4]([CH:16]2[CH2:20][CH2:19][N:18]([CH2:21][C:22]3[CH:27]=[CH:26][C:25]([F:28])=[CH:24][CH:23]=3)[C:17]2=[O:29])[CH2:3]1, predict the reactants needed to synthesize it. The reactants are: [F:1][C:2]1([F:30])[CH:7]([C:8]2[CH:13]=[CH:12][C:11]([O:14]C)=[CH:10][CH:9]=2)[CH2:6][CH2:5][N:4]([CH:16]2[CH2:20][CH2:19][N:18]([CH2:21][C:22]3[CH:27]=[CH:26][C:25]([F:28])=[CH:24][CH:23]=3)[C:17]2=[O:29])[CH2:3]1.B(Br)(Br)Br. (2) Given the product [CH3:18][N:17]([CH3:19])[C:14]1[CH:15]=[CH:16][C:11]([NH:10][CH2:7][CH3:8])=[CH:12][CH:13]=1, predict the reactants needed to synthesize it. The reactants are: [H-].[H-].[H-].[H-].[Li+].[Al+3].[C:7]([NH:10][C:11]1[CH:16]=[CH:15][C:14]([N:17]([CH3:19])[CH3:18])=[CH:13][CH:12]=1)(=O)[CH3:8]. (3) The reactants are: [CH2:1]([O:8][C:9]([N:11]1[CH2:16][CH2:15][CH:14]([CH2:17][N:18]([C:34](=[O:43])[C:35]2[CH:40]=[CH:39][C:38]([Cl:41])=[CH:37][C:36]=2[Cl:42])[C:19]2[CH:23]=[C:22]([C:24]3[CH:29]=[CH:28][CH:27]=[CH:26][CH:25]=3)[S:21][C:20]=2[C:30]([O:32]C)=[O:31])[CH2:13][CH2:12]1)=[O:10])[C:2]1[CH:7]=[CH:6][CH:5]=[CH:4][CH:3]=1.O[Li].O.CO. Given the product [CH2:1]([O:8][C:9]([N:11]1[CH2:16][CH2:15][CH:14]([CH2:17][N:18]([C:19]2[CH:23]=[C:22]([C:24]3[CH:29]=[CH:28][CH:27]=[CH:26][CH:25]=3)[S:21][C:20]=2[C:30]([OH:32])=[O:31])[C:34](=[O:43])[C:35]2[CH:40]=[CH:39][C:38]([Cl:41])=[CH:37][C:36]=2[Cl:42])[CH2:13][CH2:12]1)=[O:10])[C:2]1[CH:7]=[CH:6][CH:5]=[CH:4][CH:3]=1, predict the reactants needed to synthesize it. (4) Given the product [ClH:1].[Cl:1][C:2]1[CH:7]=[CH:6][C:5]([C:8]2[C:9]3[CH2:10][CH2:11][N:12]([CH3:23])[CH2:13][C:14]=3[C:15]3[NH:20][C:19](=[O:21])[C:18](=[N:25][OH:26])[C:16]=3[CH:17]=2)=[CH:4][CH:3]=1, predict the reactants needed to synthesize it. The reactants are: [Cl:1][C:2]1[CH:7]=[CH:6][C:5]([C:8]2[C:9]3[CH2:10][CH2:11][N:12]([CH3:23])[CH2:13][C:14]=3[C:15]3[NH:20][C:19](=[O:21])[C:18](=O)[C:16]=3[CH:17]=2)=[CH:4][CH:3]=1.Cl.[NH2:25][OH:26]. (5) Given the product [CH3:10][C:9]([Si:6]([CH3:8])([CH3:7])[O:14][CH2:15][C:16]1[C:21]([OH:22])=[CH:20][CH:19]=[C:18]([CH3:23])[N:17]=1)([CH3:12])[CH3:11], predict the reactants needed to synthesize it. The reactants are: N1C=CN=C1.[Si:6](Cl)([C:9]([CH3:12])([CH3:11])[CH3:10])([CH3:8])[CH3:7].[OH:14][CH2:15][C:16]1[C:21]([OH:22])=[CH:20][CH:19]=[C:18]([CH3:23])[N:17]=1. (6) Given the product [CH3:8][C:6]1[CH:5]=[C:4]([OH:3])[N:10]2[N:11]=[CH:12][N:13]=[C:14]2[N:15]=1, predict the reactants needed to synthesize it. The reactants are: C([O:3][C:4](=O)[CH2:5][C:6]([CH3:8])=O)C.[NH:10]1[C:14]([NH2:15])=[N:13][CH:12]=[N:11]1.